From a dataset of NCI-60 drug combinations with 297,098 pairs across 59 cell lines. Regression. Given two drug SMILES strings and cell line genomic features, predict the synergy score measuring deviation from expected non-interaction effect. (1) Drug 1: C1=C(C(=O)NC(=O)N1)F. Drug 2: CC1=C(C(=CC=C1)Cl)NC(=O)C2=CN=C(S2)NC3=CC(=NC(=N3)C)N4CCN(CC4)CCO. Cell line: HOP-62. Synergy scores: CSS=30.3, Synergy_ZIP=-7.91, Synergy_Bliss=0.367, Synergy_Loewe=-17.5, Synergy_HSA=3.03. (2) Drug 1: C1=CC=C(C(=C1)C(C2=CC=C(C=C2)Cl)C(Cl)Cl)Cl. Drug 2: C(CN)CNCCSP(=O)(O)O. Cell line: SK-MEL-5. Synergy scores: CSS=3.09, Synergy_ZIP=1.37, Synergy_Bliss=3.32, Synergy_Loewe=1.00, Synergy_HSA=1.12. (3) Drug 1: CNC(=O)C1=CC=CC=C1SC2=CC3=C(C=C2)C(=NN3)C=CC4=CC=CC=N4. Drug 2: C1CCC(C1)C(CC#N)N2C=C(C=N2)C3=C4C=CNC4=NC=N3. Cell line: HCT116. Synergy scores: CSS=4.53, Synergy_ZIP=-3.02, Synergy_Bliss=-0.491, Synergy_Loewe=-6.20, Synergy_HSA=-2.43. (4) Drug 1: CS(=O)(=O)OCCCCOS(=O)(=O)C. Drug 2: C(CCl)NC(=O)N(CCCl)N=O. Cell line: HT29. Synergy scores: CSS=-1.69, Synergy_ZIP=2.89, Synergy_Bliss=3.76, Synergy_Loewe=-0.606, Synergy_HSA=-4.11. (5) Drug 1: CC(C1=C(C=CC(=C1Cl)F)Cl)OC2=C(N=CC(=C2)C3=CN(N=C3)C4CCNCC4)N. Drug 2: C1=NC2=C(N1)C(=S)N=C(N2)N. Cell line: SNB-75. Synergy scores: CSS=5.58, Synergy_ZIP=-4.55, Synergy_Bliss=-0.832, Synergy_Loewe=-3.38, Synergy_HSA=-1.66.